Dataset: NCI-60 drug combinations with 297,098 pairs across 59 cell lines. Task: Regression. Given two drug SMILES strings and cell line genomic features, predict the synergy score measuring deviation from expected non-interaction effect. (1) Drug 1: CC1=C(C=C(C=C1)NC2=NC=CC(=N2)N(C)C3=CC4=NN(C(=C4C=C3)C)C)S(=O)(=O)N.Cl. Drug 2: C1CN(CCN1C(=O)CCBr)C(=O)CCBr. Cell line: DU-145. Synergy scores: CSS=8.15, Synergy_ZIP=-5.07, Synergy_Bliss=-1.81, Synergy_Loewe=-13.8, Synergy_HSA=-3.06. (2) Drug 1: CC1=CC2C(CCC3(C2CCC3(C(=O)C)OC(=O)C)C)C4(C1=CC(=O)CC4)C. Drug 2: CN1C(=O)N2C=NC(=C2N=N1)C(=O)N. Cell line: MALME-3M. Synergy scores: CSS=-4.78, Synergy_ZIP=4.48, Synergy_Bliss=2.94, Synergy_Loewe=-0.582, Synergy_HSA=-2.35. (3) Drug 1: C1CN1P(=S)(N2CC2)N3CC3. Drug 2: N.N.Cl[Pt+2]Cl. Cell line: SF-268. Synergy scores: CSS=48.8, Synergy_ZIP=-2.26, Synergy_Bliss=-3.80, Synergy_Loewe=-4.94, Synergy_HSA=-0.444. (4) Synergy scores: CSS=5.54, Synergy_ZIP=1.68, Synergy_Bliss=1.96, Synergy_Loewe=-0.496, Synergy_HSA=-1.90. Drug 1: C1CC(=O)NC(=O)C1N2CC3=C(C2=O)C=CC=C3N. Cell line: SW-620. Drug 2: CC1=C(C=C(C=C1)C(=O)NC2=CC(=CC(=C2)C(F)(F)F)N3C=C(N=C3)C)NC4=NC=CC(=N4)C5=CN=CC=C5. (5) Drug 1: CC1=C(C(=O)C2=C(C1=O)N3CC4C(C3(C2COC(=O)N)OC)N4)N. Drug 2: CC12CCC3C(C1CCC2OP(=O)(O)O)CCC4=C3C=CC(=C4)OC(=O)N(CCCl)CCCl.[Na+]. Cell line: RPMI-8226. Synergy scores: CSS=41.7, Synergy_ZIP=-2.99, Synergy_Bliss=-5.34, Synergy_Loewe=-66.1, Synergy_HSA=-5.07. (6) Drug 1: C1=NC2=C(N=C(N=C2N1C3C(C(C(O3)CO)O)O)F)N. Drug 2: CC(C)NC(=O)C1=CC=C(C=C1)CNNC.Cl. Cell line: HS 578T. Synergy scores: CSS=5.33, Synergy_ZIP=0.971, Synergy_Bliss=-0.00334, Synergy_Loewe=-0.598, Synergy_HSA=-1.12. (7) Drug 1: CCCCCOC(=O)NC1=NC(=O)N(C=C1F)C2C(C(C(O2)C)O)O. Drug 2: COCCOC1=C(C=C2C(=C1)C(=NC=N2)NC3=CC=CC(=C3)C#C)OCCOC.Cl. Cell line: HS 578T. Synergy scores: CSS=-2.91, Synergy_ZIP=1.46, Synergy_Bliss=0.454, Synergy_Loewe=-4.32, Synergy_HSA=-4.05. (8) Drug 1: C1CC(CCC1OC2=C(C(=CC=C2)Cl)F)(CC3=NC(=CC=C3)NC4=NC=CS4)C(=O)O. Drug 2: CC1CC(C(C(C=C(C(C(C=CC=C(C(=O)NC2=CC(=O)C(=C(C1)C2=O)OC)C)OC)OC(=O)N)C)C)O)OC. Cell line: HT29. Synergy scores: CSS=57.3, Synergy_ZIP=-0.199, Synergy_Bliss=-2.47, Synergy_Loewe=-18.9, Synergy_HSA=-0.805. (9) Drug 1: CC1OCC2C(O1)C(C(C(O2)OC3C4COC(=O)C4C(C5=CC6=C(C=C35)OCO6)C7=CC(=C(C(=C7)OC)O)OC)O)O. Drug 2: CC1=C(C(CCC1)(C)C)C=CC(=CC=CC(=CC(=O)O)C)C. Cell line: K-562. Synergy scores: CSS=37.1, Synergy_ZIP=-15.7, Synergy_Bliss=-13.9, Synergy_Loewe=-8.00, Synergy_HSA=-7.32.